Dataset: Reaction yield outcomes from USPTO patents with 853,638 reactions. Task: Predict the reaction yield, written as a fraction of the theoretical maximum amount of product (1.0 means a 100% yield; for example, 0.34 means a 34% yield). (1) The reactants are [H-].[Na+].[Cl:3][C:4]1[CH:18]=[CH:17][C:7]([CH2:8][NH:9][C:10](=[O:16])[CH:11]([Br:15])[CH2:12][CH2:13]Br)=[CH:6][CH:5]=1. The catalyst is C1COCC1. The product is [Cl:3][C:4]1[CH:18]=[CH:17][C:7]([CH2:8][N:9]2[CH2:13][CH2:12][CH:11]([Br:15])[C:10]2=[O:16])=[CH:6][CH:5]=1. The yield is 0.660. (2) The reactants are [CH3:1][NH:2][S:3]([C:6]1[CH:11]=[CH:10][C:9](B(O)O)=[CH:8][CH:7]=1)(=[O:5])=[O:4].[C:15]([O:19][C:20](=[O:29])[NH:21][C:22]1[CH:27]=[CH:26][CH:25]=[C:24](Br)[N:23]=1)([CH3:18])([CH3:17])[CH3:16].C([O-])([O-])=O.[K+].[K+]. The catalyst is CN(C=O)C.O.C1C=CC([P]([Pd]([P](C2C=CC=CC=2)(C2C=CC=CC=2)C2C=CC=CC=2)([P](C2C=CC=CC=2)(C2C=CC=CC=2)C2C=CC=CC=2)[P](C2C=CC=CC=2)(C2C=CC=CC=2)C2C=CC=CC=2)(C2C=CC=CC=2)C2C=CC=CC=2)=CC=1. The product is [CH3:1][NH:2][S:3]([C:6]1[CH:11]=[CH:10][C:9]([C:24]2[N:23]=[C:22]([NH:21][C:20](=[O:29])[O:19][C:15]([CH3:17])([CH3:16])[CH3:18])[CH:27]=[CH:26][CH:25]=2)=[CH:8][CH:7]=1)(=[O:5])=[O:4]. The yield is 0.580. (3) The reactants are [CH:1]([C:3]1[NH:7][C:6]([CH3:8])=[C:5]([C:9]([OH:11])=O)[C:4]=1[CH3:12])=[O:2].O[C:14]1C2N=NNC=2C=C[CH:15]=1.C([NH:25][CH2:26][CH2:27][NH:28][CH2:29][CH3:30])C.[OH-].[Na+]. The catalyst is O.[Cl-].[Na+].O.C(=O)(O)[O-].[Na+].C(N(CC)CC)C.CN(C)C=O. The product is [CH2:14]([N:28]([CH2:29][CH3:30])[CH2:27][CH2:26][NH:25][C:9]([C:5]1[C:4]([CH3:12])=[C:3]([CH:1]=[O:2])[NH:7][C:6]=1[CH3:8])=[O:11])[CH3:15]. The yield is 0.430. (4) The reactants are P(Cl)(Cl)(Cl)=O.[F:6][C:7]1[CH:12]=[CH:11][C:10]([N:13]2[C:17]([CH3:18])=[CH:16][CH:15]=[C:14]2[CH3:19])=[C:9]([C:20]([F:23])([F:22])[F:21])[CH:8]=1.CN([CH:27]=[O:28])C. No catalyst specified. The product is [F:6][C:7]1[CH:12]=[CH:11][C:10]([N:13]2[C:17]([CH3:18])=[CH:16][C:15]([CH:27]=[O:28])=[C:14]2[CH3:19])=[C:9]([C:20]([F:23])([F:21])[F:22])[CH:8]=1. The yield is 0.370. (5) The reactants are [Br:1][C:2]1[CH:10]=[C:9]2[C:5]([CH:6]=[C:7]([C:11]([O:13][CH2:14][CH3:15])=[O:12])[NH:8]2)=[CH:4][CH:3]=1.[Sn](Cl)(Cl)(Cl)Cl.[CH3:21][C:22]1[C:30]([N+:31]([O-:33])=[O:32])=[CH:29][CH:28]=[CH:27][C:23]=1[C:24](Cl)=[O:25]. The catalyst is ClCCl.[N+](C)([O-])=O.C(OCC)(=O)C. The product is [Br:1][C:2]1[CH:10]=[C:9]2[C:5]([C:6]([C:24](=[O:25])[C:23]3[CH:27]=[CH:28][CH:29]=[C:30]([N+:31]([O-:33])=[O:32])[C:22]=3[CH3:21])=[C:7]([C:11]([O:13][CH2:14][CH3:15])=[O:12])[NH:8]2)=[CH:4][CH:3]=1. The yield is 0.990. (6) The yield is 1.00. The catalyst is [Pd].CC([O-])=O.CC([O-])=O.[Pb+2].C(OCC)(=O)C. The reactants are [CH2:1]([N:8]1[C@@H:13]2[CH:14]([C:16]([O:18][C:19]([CH3:22])([CH3:21])[CH3:20])=[O:17])[CH2:15][C@@:9]1([C:28]1[CH:33]=[CH:32][CH:31]=[CH:30][CH:29]=1)[C@:10]([C:24]#[C:25][CH2:26][OH:27])([OH:23])[CH2:11][CH2:12]2)[C:2]1[CH:7]=[CH:6][CH:5]=[CH:4][CH:3]=1. The product is [CH2:1]([N:8]1[C@@H:13]2[CH:14]([C:16]([O:18][C:19]([CH3:22])([CH3:21])[CH3:20])=[O:17])[CH2:15][C@@:9]1([C:28]1[CH:29]=[CH:30][CH:31]=[CH:32][CH:33]=1)[C@:10](/[CH:24]=[CH:25]\[CH2:26][OH:27])([OH:23])[CH2:11][CH2:12]2)[C:2]1[CH:7]=[CH:6][CH:5]=[CH:4][CH:3]=1. (7) The reactants are [Cl:1][C:2]1[N:3]=[C:4]([C:9]([NH:11][C@H:12]2[CH2:17][CH2:16][N:15]([C:18](OC(C)(C)C)=O)[CH2:14][C@H:13]2[O:25][CH3:26])=[O:10])[NH:5][C:6]=1[CH2:7][CH3:8].Cl.C(OCC)(=O)C.C(N(C(C)C)CC)(C)C.ClC1[S:45][C:46]([CH3:54])=[C:47]([C:49]([O:51][CH2:52][CH3:53])=[O:50])[N:48]=1.Cl. The catalyst is CO. The product is [Cl:1][C:2]1[N:3]=[C:4]([C:9]([NH:11][C@H:12]2[CH2:17][CH2:16][N:15]([C:18]3[S:45][C:46]([CH3:54])=[C:47]([C:49]([O:51][CH2:52][CH3:53])=[O:50])[N:48]=3)[CH2:14][C@H:13]2[O:25][CH3:26])=[O:10])[NH:5][C:6]=1[CH2:7][CH3:8]. The yield is 0.160. (8) The reactants are COC(SC)=C[C:5]#[N:6].C[CH2:10][OH:11].[Br:12][C:13]1[C:14](Cl)=[N:15][C:16]([Cl:19])=[N:17][CH:18]=1.C([N:23]([CH2:26][CH3:27])CC)C.O.[NH2:29]N. No catalyst specified. The product is [Br:12][C:13]1[C:14]([NH:29][C:5]2[CH:27]=[C:26]([O:11][CH3:10])[NH:23][N:6]=2)=[N:15][C:16]([Cl:19])=[N:17][CH:18]=1. The yield is 0.110. (9) The reactants are [Al+3].[Cl-].[Cl-].[Cl-].C[O:6][C:7]1[CH:12]=[C:11]([O:13][CH3:14])[C:10]([O:15][CH3:16])=[C:9]([O:17][CH3:18])[C:8]=1[O:19][CH3:20].[C:21](Cl)([CH3:23])=[O:22].[Al]. The catalyst is CCOC(C)=O.CCCCCC.O.CCOCC. The product is [OH:6][C:7]1[C:8]([O:19][CH3:20])=[C:9]([O:17][CH3:18])[C:10]([O:15][CH3:16])=[C:11]([O:13][CH3:14])[C:12]=1[C:21](=[O:22])[CH3:23]. The yield is 0.370. (10) The reactants are [Cl:1][C:2]1[CH:3]=[C:4]([C:8]#[CH:9])[CH:5]=[CH:6][CH:7]=1.[CH2:10]([O:12][C:13]([N:15]1[CH2:20][CH2:19][NH:18][CH2:17][CH2:16]1)=[O:14])[CH3:11].[CH3:21][O:22][C:23]1[CH:30]=[CH:29][CH:28]=[CH:27][C:24]=1[CH:25]=O. The catalyst is [Au](Br)(Br)Br.O. The product is [CH2:10]([O:12][C:13]([N:15]1[CH2:16][CH2:17][N:18]([CH:25]([C:24]2[CH:27]=[CH:28][CH:29]=[CH:30][C:23]=2[O:22][CH3:21])[C:9]#[C:8][C:4]2[CH:5]=[CH:6][CH:7]=[C:2]([Cl:1])[CH:3]=2)[CH2:19][CH2:20]1)=[O:14])[CH3:11]. The yield is 0.760.